This data is from Reaction yield outcomes from USPTO patents with 853,638 reactions. The task is: Predict the reaction yield, written as a fraction of the theoretical maximum amount of product (1.0 means a 100% yield; for example, 0.34 means a 34% yield). (1) The reactants are C([O:3][C:4](=O)[CH2:5][C:6]1[N:7]=[C:8]([NH2:11])[S:9][CH:10]=1)C.[NH3:13]. The catalyst is CO. The product is [NH2:11][C:8]1[S:9][CH:10]=[C:6]([CH2:5][C:4]([NH2:13])=[O:3])[N:7]=1. The yield is 0.950. (2) The yield is 0.570. The reactants are C(OC(=O)[NH:7][CH2:8][C:9]1[CH:14]=[CH:13][C:12]([CH2:15][N:16]([S:27]([C:30]2[CH:35]=[CH:34][CH:33]=[CH:32][C:31]=2[N+:36]([O-:38])=[O:37])(=[O:29])=[O:28])[CH:17]2[CH2:26][C:25]3[N:24]=[CH:23][CH:22]=[CH:21][C:20]=3[CH2:19][CH2:18]2)=[CH:11][CH:10]=1)(C)(C)C.C(O)(C(F)(F)F)=O. The catalyst is C(Cl)Cl. The product is [NH2:7][CH2:8][C:9]1[CH:10]=[CH:11][C:12]([CH2:15][N:16]([CH:17]2[CH2:26][C:25]3[N:24]=[CH:23][CH:22]=[CH:21][C:20]=3[CH2:19][CH2:18]2)[S:27]([C:30]2[CH:35]=[CH:34][CH:33]=[CH:32][C:31]=2[N+:36]([O-:38])=[O:37])(=[O:28])=[O:29])=[CH:13][CH:14]=1. (3) The reactants are [CH2:1]([C:3]1[C:11]([CH3:12])=[C:10]2[C:6]([C:7](=[O:13])[O:8][CH2:9]2)=[C:5]([O:14][CH2:15][CH2:16][Si:17]([CH3:20])([CH3:19])[CH3:18])[C:4]=1[CH2:21][CH:22]=[C:23]([CH3:26])[CH:24]=[O:25])[CH3:2].[BH4-].[Li+]. The catalyst is CO.CO.O.C1COCC1. The product is [CH2:1]([C:3]1[C:11]([CH3:12])=[C:10]2[C:6](=[C:5]([O:14][CH2:15][CH2:16][Si:17]([CH3:18])([CH3:19])[CH3:20])[C:4]=1[CH2:21][CH:22]=[C:23]([CH3:26])[CH2:24][OH:25])[C:7](=[O:13])[O:8][CH2:9]2)[CH3:2]. The yield is 0.730. (4) The reactants are Br[C:2]1[CH:3]=[CH:4][C:5]2[O:11][CH2:10][CH2:9][N:8]3[CH:12]=[C:13]([C:15]4[N:19]([CH:20]([CH3:22])[CH3:21])[N:18]=[C:17]([NH2:23])[N:16]=4)[N:14]=[C:7]3[C:6]=2[CH:24]=1.[Cl:25][C:26]1[CH:31]=[CH:30][C:29](B(O)O)=[CH:28][CH:27]=1.C([O-])([O-])=O.[Cs+].[Cs+].O. The catalyst is O1CCOCC1.C1C=CC(P(C2C=CC=CC=2)[C-]2C=CC=C2)=CC=1.C1C=CC(P(C2C=CC=CC=2)[C-]2C=CC=C2)=CC=1.Cl[Pd]Cl.[Fe+2]. The product is [Cl:25][C:26]1[CH:31]=[CH:30][C:29]([C:2]2[CH:3]=[CH:4][C:5]3[O:11][CH2:10][CH2:9][N:8]4[CH:12]=[C:13]([C:15]5[N:19]([CH:20]([CH3:21])[CH3:22])[N:18]=[C:17]([NH2:23])[N:16]=5)[N:14]=[C:7]4[C:6]=3[CH:24]=2)=[CH:28][CH:27]=1. The yield is 0.181. (5) The reactants are [C:1]([O:5][C:6](=[O:23])[NH:7][C@@H:8]([CH2:13][C:14]1[CH:19]=[CH:18][CH:17]=[C:16]([CH2:20][CH:21]=[CH2:22])[CH:15]=1)[C@H:9]([OH:12])[CH2:10]Cl)([CH3:4])([CH3:3])[CH3:2].CO.[OH-].[Na+]. The catalyst is C1COCC1.[Cl-].[NH4+]. The product is [C:1]([O:5][C:6](=[O:23])[NH:7][C@H:8]([C@H:9]1[CH2:10][O:12]1)[CH2:13][C:14]1[CH:19]=[CH:18][CH:17]=[C:16]([CH2:20][CH:21]=[CH2:22])[CH:15]=1)([CH3:4])([CH3:3])[CH3:2]. The yield is 0.880. (6) The reactants are [Cl:1][C:2]1[CH:7]=[CH:6][C:5]([C:8](=[NH:20])[NH:9][C:10]2[CH:15]=[CH:14][C:13]([S:16]([CH3:19])(=[O:18])=[O:17])=[CH:12][CH:11]=2)=[CH:4][CH:3]=1.C(=O)(O)[O-].[Na+].Br[CH2:27][C:28]([C:30]1[CH:35]=[CH:34][CH:33]=[CH:32][CH:31]=1)=O. The catalyst is C(O)(C)C. The product is [Cl:1][C:2]1[CH:3]=[CH:4][C:5]([C:8]2[N:9]([C:10]3[CH:15]=[CH:14][C:13]([S:16]([CH3:19])(=[O:17])=[O:18])=[CH:12][CH:11]=3)[CH:27]=[C:28]([C:30]3[CH:35]=[CH:34][CH:33]=[CH:32][CH:31]=3)[N:20]=2)=[CH:6][CH:7]=1. The yield is 0.570.